Dataset: Full USPTO retrosynthesis dataset with 1.9M reactions from patents (1976-2016). Task: Predict the reactants needed to synthesize the given product. (1) Given the product [OH:29][C@@H:25]1[CH2:26][CH2:27][CH2:28][C@H:24]1[NH:23][C:18]([C:14]1[S:13][C:12](/[CH:11]=[CH:10]/[C:9]2[C:5]([CH2:1][CH2:2][CH2:3][CH3:4])=[N:6][O:7][C:8]=2[CH3:21])=[N:16][C:15]=1[CH3:17])=[O:20], predict the reactants needed to synthesize it. The reactants are: [CH2:1]([C:5]1[C:9](/[CH:10]=[CH:11]/[C:12]2[S:13][C:14]([C:18]([OH:20])=O)=[C:15]([CH3:17])[N:16]=2)=[C:8]([CH3:21])[O:7][N:6]=1)[CH2:2][CH2:3][CH3:4].Cl.[NH2:23][C@@H:24]1[CH2:28][CH2:27][CH2:26][C@H:25]1[OH:29]. (2) Given the product [Cl:1][C:2]1[N:7]=[C:6]([C:8]([NH2:20])=[O:9])[C:5]([NH:13][CH2:14][C:15]([O:18][CH3:19])([CH3:17])[CH3:16])=[CH:4][N:3]=1, predict the reactants needed to synthesize it. The reactants are: [Cl:1][C:2]1[N:7]=[C:6]([C:8](OCC)=[O:9])[C:5]([NH:13][CH2:14][C:15]([O:18][CH3:19])([CH3:17])[CH3:16])=[CH:4][N:3]=1.[NH3:20]. (3) The reactants are: Cl.[F:2][C:3]([F:28])([F:27])[C:4]1[CH:26]=[CH:25][CH:24]=[CH:23][C:5]=1[CH:6]([O:18][CH:19]1[CH2:22][NH:21][CH2:20]1)[C:7]1[CH:12]=[CH:11][C:10]([O:13][C:14]([F:17])([F:16])[F:15])=[CH:9][CH:8]=1.[N-:29]=[C:30]=[O:31]. Given the product [F:28][C:3]([F:27])([F:2])[C:4]1[CH:26]=[CH:25][CH:24]=[CH:23][C:5]=1[CH:6]([O:18][CH:19]1[CH2:22][N:21]([C:30]([NH:29][CH2:3][C:4]2[CH:26]=[CH:25][CH:24]=[CH:23][CH:5]=2)=[O:31])[CH2:20]1)[C:7]1[CH:12]=[CH:11][C:10]([O:13][C:14]([F:17])([F:16])[F:15])=[CH:9][CH:8]=1, predict the reactants needed to synthesize it.